Dataset: Catalyst prediction with 721,799 reactions and 888 catalyst types from USPTO. Task: Predict which catalyst facilitates the given reaction. (1) Reactant: CC(OC(/N=N/C(OC(C)C)=O)=O)C.[OH:15][C:16]1[CH:28]=[CH:27][C:19]([O:20][CH2:21][C:22]([O:24][CH2:25][CH3:26])=[O:23])=[C:18]([CH3:29])[CH:17]=1.[Br:30][C:31]1[N:36]=[C:35]([CH:37](O)[CH2:38][O:39][CH2:40][CH3:41])[CH:34]=[CH:33][CH:32]=1.C1(P(C2C=CC=CC=2)C2C=CC=CC=2)C=CC=CC=1. Product: [Br:30][C:31]1[N:36]=[C:35]([CH:37]([O:15][C:16]2[CH:28]=[CH:27][C:19]([O:20][CH2:21][C:22]([O:24][CH2:25][CH3:26])=[O:23])=[C:18]([CH3:29])[CH:17]=2)[CH2:38][O:39][CH2:40][CH3:41])[CH:34]=[CH:33][CH:32]=1. The catalyst class is: 1. (2) Reactant: [S:1]1(=O)[CH2:5][CH2:4][CH2:3][CH2:2]1.ClCCl.FC(F)(F)C(OC(=O)C(F)(F)F)=O.[Cl:23][C:24]1[C:29]2[O:30][CH2:31][O:32][C:28]=2[CH:27]=[C:26]([C:33]2[C:37]([C:38]([F:41])([F:40])[F:39])=[N:36][N:35]([C:42]3[N:47]=[CH:46][CH:45]=[CH:44][N:43]=3)[C:34]=2[NH2:48])[CH:25]=1. Product: [Cl:23][C:24]1[C:29]2[O:30][CH2:31][O:32][C:28]=2[CH:27]=[C:26]([C:33]2[C:37]([C:38]([F:41])([F:39])[F:40])=[N:36][N:35]([C:42]3[N:47]=[CH:46][CH:45]=[CH:44][N:43]=3)[C:34]=2[N:48]=[S:1]2[CH2:5][CH2:4][CH2:3][CH2:2]2)[CH:25]=1. The catalyst class is: 328.